Dataset: Full USPTO retrosynthesis dataset with 1.9M reactions from patents (1976-2016). Task: Predict the reactants needed to synthesize the given product. (1) Given the product [ClH:1].[Cl:1][C:2]1[CH:7]=[C:6]([O:8][CH3:9])[C:5]([O:10][CH2:11][C:12]2[C:17]([O:18][CH3:19])=[CH:16][CH:15]=[C:14]([F:20])[C:13]=2[F:21])=[CH:4][C:3]=1[NH2:22], predict the reactants needed to synthesize it. The reactants are: [Cl:1][C:2]1[C:3]([N+:22]([O-])=O)=[CH:4][C:5]([O:10][CH2:11][C:12]2[C:17]([O:18][CH3:19])=[CH:16][CH:15]=[C:14]([F:20])[C:13]=2[F:21])=[C:6]([O:8][CH3:9])[CH:7]=1.O1CCCC1.[BH4-].[Na+].C(=O)([O-])O.[Na+]. (2) Given the product [CH3:20][C:10]1[CH:15]=[CH:14][C:13]([S:16]([O:7][CH2:6][CH2:5][O:4][CH2:3][C:2]([F:9])([F:8])[F:1])(=[O:18])=[O:17])=[CH:12][CH:11]=1, predict the reactants needed to synthesize it. The reactants are: [F:1][C:2]([F:9])([F:8])[CH2:3][O:4][CH2:5][CH2:6][OH:7].[C:10]1([CH3:20])[CH:15]=[CH:14][C:13]([S:16](Cl)(=[O:18])=[O:17])=[CH:12][CH:11]=1.C(N(CC)CC)C.